This data is from Reaction yield outcomes from USPTO patents with 853,638 reactions. The task is: Predict the reaction yield, written as a fraction of the theoretical maximum amount of product (1.0 means a 100% yield; for example, 0.34 means a 34% yield). (1) The reactants are [F:1][C:2]([F:11])([F:10])[C:3]1[C:4]([NH2:9])=[N:5][CH:6]=[CH:7][CH:8]=1.ClC1C=C(Cl)C=C(Cl)C=1[C:21](C1C(Cl)=CC(Cl)=CC=1Cl)([C:25]([O-])=[O:26])[C:22]([O-])=[O:23]. The catalyst is C1COCC1. The product is [OH:26][C:25]1[N:9]=[C:4]2[C:3]([C:2]([F:1])([F:10])[F:11])=[CH:8][CH:7]=[CH:6][N:5]2[C:22](=[O:23])[CH:21]=1. The yield is 0.778. (2) The reactants are [N:1]12[CH2:8][CH2:7][C:4]([C:9]([C:17]3[CH:22]=[CH:21][CH:20]=[CH:19][CH:18]=3)([C:11]3[CH:16]=[CH:15][CH:14]=[CH:13][CH:12]=3)[OH:10])([CH2:5][CH2:6]1)[CH2:3][CH2:2]2.[Br:23][CH2:24][CH2:25][O:26][CH2:27][C:28]1[CH:33]=[CH:32][CH:31]=[C:30]([F:34])[CH:29]=1. The catalyst is CC#N.C(Cl)(Cl)Cl. The product is [Br-:23].[F:34][C:30]1[CH:29]=[C:28]([CH2:27][O:26][CH2:25][CH2:24][N+:1]23[CH2:6][CH2:5][C:4]([C:9]([OH:10])([C:17]4[CH:22]=[CH:21][CH:20]=[CH:19][CH:18]=4)[C:11]4[CH:12]=[CH:13][CH:14]=[CH:15][CH:16]=4)([CH2:3][CH2:2]2)[CH2:7][CH2:8]3)[CH:33]=[CH:32][CH:31]=1. The yield is 0.300. (3) The reactants are Cl[C:2]1[CH:7]=[N:6][CH:5]=[C:4]([Cl:8])[N:3]=1.[NH:9]1[CH2:14][CH2:13][O:12][CH2:11][CH2:10]1. The catalyst is C(#N)C. The product is [Cl:8][C:4]1[N:3]=[C:2]([N:9]2[CH2:14][CH2:13][O:12][CH2:11][CH2:10]2)[CH:7]=[N:6][CH:5]=1. The yield is 0.750. (4) The reactants are [F:1][C:2]1[CH:7]=[C:6]([CH2:8][C:9]([C:11]2[CH:16]=[CH:15][CH:14]=[CH:13][CH:12]=2)=[O:10])[CH:5]=[CH:4][N:3]=1.C[Si]([N-][Si](C)(C)C)(C)C.[Na+].Br[CH2:28][C:29](=[O:34])[C:30]([CH3:33])([CH3:32])[CH3:31].C(OCC)(=O)C. The catalyst is C1COCC1.O. The product is [F:1][C:2]1[CH:7]=[C:6]([CH:8]([CH2:28][C:29](=[O:34])[C:30]([CH3:33])([CH3:32])[CH3:31])[C:9]([C:11]2[CH:12]=[CH:13][CH:14]=[CH:15][CH:16]=2)=[O:10])[CH:5]=[CH:4][N:3]=1. The yield is 0.870. (5) The reactants are C([O-])([O-])=O.[Cs+].[Cs+].[NH2:7][S:8]([CH2:11][CH2:12][CH2:13][C:14]([OH:16])=[O:15])(=[O:10])=[O:9].[CH2:17](Br)[C:18]1[CH:23]=[CH:22][CH:21]=[CH:20][CH:19]=1. The catalyst is CN(C=O)C.C(Cl)Cl. The product is [NH2:7][S:8]([CH2:11][CH2:12][CH2:13][C:14]([O:16][CH2:17][C:18]1[CH:23]=[CH:22][CH:21]=[CH:20][CH:19]=1)=[O:15])(=[O:10])=[O:9]. The yield is 0.270. (6) The reactants are [CH3:1][O:2][C:3]1[CH:4]=[C:5]([S:25]([C:28]2[CH:38]=[CH:37][C:31]([O:32][CH2:33][C:34]([OH:36])=[O:35])=[CH:30][CH:29]=2)(=[O:27])=[O:26])[C:6]2[NH:10][C:9]([S:11]([CH2:13][C:14]3[C:19]([CH3:20])=[C:18]([O:21][CH3:22])[C:17]([CH3:23])=[CH:16][N:15]=3)=[O:12])=[N:8][C:7]=2[CH:24]=1.C(=O)(O)[O-].[Na+:43]. The product is [Na+:43].[CH3:1][O:2][C:3]1[CH:4]=[C:5]([S:25]([C:28]2[CH:38]=[CH:37][C:31]([O:32][CH2:33][C:34]([O-:36])=[O:35])=[CH:30][CH:29]=2)(=[O:26])=[O:27])[C:6]2[NH:10][C:9]([S:11]([CH2:13][C:14]3[C:19]([CH3:20])=[C:18]([O:21][CH3:22])[C:17]([CH3:23])=[CH:16][N:15]=3)=[O:12])=[N:8][C:7]=2[CH:24]=1. The yield is 0.880. The catalyst is C(COC)OC.O. (7) The reactants are [CH2:1]([O:8][C:9]1[CH:14]=[C:13]([N:15]([CH2:20][CH2:21][CH2:22][CH3:23])[CH2:16][CH2:17][CH2:18][CH3:19])[CH:12]=[CH:11][C:10]=1[CH:24]=[CH:25][C:26]1[S:30][C:29]([CH:31]=O)=[CH:28][CH:27]=1)[C:2]1[CH:7]=[CH:6][CH:5]=[CH:4][CH:3]=1.[C:33]([C:35]1[C:36](=[C:46]([C:49]#[N:50])[C:47]#[N:48])[O:37][C:38]([CH3:45])([C:41]([F:44])([F:43])[F:42])[C:39]=1[CH3:40])#[N:34]. The catalyst is C(O)C.O1CCCC1. The product is [CH2:1]([O:8][C:9]1[CH:14]=[C:13]([N:15]([CH2:20][CH2:21][CH2:22][CH3:23])[CH2:16][CH2:17][CH2:18][CH3:19])[CH:12]=[CH:11][C:10]=1[CH:24]=[CH:25][C:26]1[S:30][C:29]([CH:31]=[CH:40][C:39]2[C:38]([CH3:45])([C:41]([F:44])([F:42])[F:43])[O:37][C:36](=[C:46]([C:47]#[N:48])[C:49]#[N:50])[C:35]=2[C:33]#[N:34])=[CH:28][CH:27]=1)[C:2]1[CH:3]=[CH:4][CH:5]=[CH:6][CH:7]=1. The yield is 0.940. (8) The yield is 0.817. The reactants are C([SiH2][O:6][C:7](C)(C)[C:8]1[C:13]([C:14]2[CH:19]=[C:18]([NH:20][C:21]3[CH:26]=[CH:25][C:24]([C:27]([N:29]4[CH2:34][CH2:33][O:32][CH2:31][CH2:30]4)=[O:28])=[CH:23][N:22]=3)[C:17](=[O:35])[N:16]([CH3:36])[CH:15]=2)=[CH:12][CH:11]=[CH:10][C:9]=1[NH:37][C:38]([N:40]1[CH2:48][C:47]2[C:42](=[CH:43][CH:44]=[C:45]([Cl:49])[CH:46]=2)[CH2:41]1)=[O:39])(C)(C)C.Cl.C([O-])(O)=O.[Na+]. The product is [OH:6][CH2:7][C:8]1[C:13]([C:14]2[CH:19]=[C:18]([NH:20][C:21]3[CH:26]=[CH:25][C:24]([C:27]([N:29]4[CH2:30][CH2:31][O:32][CH2:33][CH2:34]4)=[O:28])=[CH:23][N:22]=3)[C:17](=[O:35])[N:16]([CH3:36])[CH:15]=2)=[CH:12][CH:11]=[CH:10][C:9]=1[NH:37][C:38]([N:40]1[CH2:48][C:47]2[C:42](=[CH:43][CH:44]=[C:45]([Cl:49])[CH:46]=2)[CH2:41]1)=[O:39]. The catalyst is CO.C(Cl)Cl. (9) The yield is 0.0400. The reactants are [CH:1]12[NH:8][CH:5]([CH2:6][CH2:7]1)[CH2:4][CH2:3][CH2:2]2.[C:9]([C:11]1[C:20]2[C:15](=[CH:16][CH:17]=[CH:18][CH:19]=2)[C:14](F)=[CH:13][CH:12]=1)#[N:10]. The product is [CH:5]12[N:8]([C:14]3[C:15]4[C:20](=[CH:19][CH:18]=[CH:17][CH:16]=4)[C:11]([C:9]#[N:10])=[CH:12][CH:13]=3)[CH:1]([CH2:7][CH2:6]1)[CH2:2][CH2:3][CH2:4]2. The catalyst is N1C=CC=CC=1. (10) The reactants are CCN(C(C)C)C(C)C.[S:10]1[CH:14]=[CH:13][CH:12]=[C:11]1[C:15]([NH:17][CH2:18][C:19]([OH:21])=O)=[O:16].C1C=CC2N(O)N=NC=2C=1.CCN=C=NCCCN(C)C.Cl.Cl.[N:45]1([C:51]([C:53]2[CH:58]=[CH:57][CH:56]=[CH:55][C:54]=2[C:59]([F:62])([F:61])[F:60])=[O:52])[CH2:50][CH2:49][NH:48][CH2:47][CH2:46]1. The catalyst is CN(C=O)C.O. The product is [O:21]=[C:19]([N:48]1[CH2:49][CH2:50][N:45]([C:51](=[O:52])[C:53]2[CH:58]=[CH:57][CH:56]=[CH:55][C:54]=2[C:59]([F:62])([F:60])[F:61])[CH2:46][CH2:47]1)[CH2:18][NH:17][C:15]([C:11]1[S:10][CH:14]=[CH:13][CH:12]=1)=[O:16]. The yield is 0.540.